Dataset: Forward reaction prediction with 1.9M reactions from USPTO patents (1976-2016). Task: Predict the product of the given reaction. (1) Given the reactants [C:1]([C:5]1[CH:10]=[CH:9][C:8]([NH:11][C:12](=[O:21])[C:13]2[CH:18]=[CH:17][C:16]([C:19]#[N:20])=[CH:15][CH:14]=2)=[CH:7][CH:6]=1)([CH3:4])([CH3:3])[CH3:2].[N-:22]=[N+:23]=[N-:24].[Na+].[Mg+2].[Cl-].[Cl-].O, predict the reaction product. The product is: [C:1]([C:5]1[CH:10]=[CH:9][C:8]([NH:11][C:12](=[O:21])[C:13]2[CH:14]=[CH:15][C:16]([C:19]3[NH:24][N:23]=[N:22][N:20]=3)=[CH:17][CH:18]=2)=[CH:7][CH:6]=1)([CH3:4])([CH3:2])[CH3:3]. (2) Given the reactants Cl[C:2]1[N:7]=[C:6]([Cl:8])[N:5]=[C:4]([Cl:9])[N:3]=1.[NH2:10][CH2:11][CH2:12][N:13]1[CH2:18][CH2:17][O:16][CH2:15][CH2:14]1, predict the reaction product. The product is: [Cl:9][C:4]1[N:5]=[C:6]([Cl:8])[N:7]=[C:2]([NH:10][CH2:11][CH2:12][N:13]2[CH2:18][CH2:17][O:16][CH2:15][CH2:14]2)[N:3]=1. (3) Given the reactants [F:1][C:2]1[CH:22]=[CH:21][CH:20]=[C:19]([F:23])[C:3]=1[CH2:4][O:5][C:6]1[C:7]2[N:8]([C:12]([C:16]([OH:18])=O)=[C:13]([CH3:15])[N:14]=2)[CH:9]=[CH:10][CH:11]=1.FC(F)(F)C(O)=O.[NH2:31][C:32]([C:36]1[O:37][C:38]([CH2:41][CH3:42])=[N:39][N:40]=1)([CH3:35])[CH2:33][OH:34].ON1C2C=CC=CC=2N=N1.C(N(C(C)C)CC)(C)C.Cl.CN(C)CCCN=C=NCC.C(OC(C)C)(C)C, predict the reaction product. The product is: [F:1][C:2]1[CH:22]=[CH:21][CH:20]=[C:19]([F:23])[C:3]=1[CH2:4][O:5][C:6]1[C:7]2[N:8]([C:12]([C:16]([NH:31][C:32]([C:36]3[O:37][C:38]([CH2:41][CH3:42])=[N:39][N:40]=3)([CH3:35])[CH2:33][OH:34])=[O:18])=[C:13]([CH3:15])[N:14]=2)[CH:9]=[CH:10][CH:11]=1.